This data is from Full USPTO retrosynthesis dataset with 1.9M reactions from patents (1976-2016). The task is: Predict the reactants needed to synthesize the given product. (1) Given the product [NH2:20][C:17]1[N:18]([C:23]([O:25][C:26]([CH3:29])([CH3:28])[CH3:27])=[O:22])[N:19]=[C:15]([O:14][CH2:13][C:7]2[CH:6]=[C:5]([O:4][CH3:3])[CH:10]=[C:9]([O:11][CH3:12])[CH:8]=2)[CH:16]=1, predict the reactants needed to synthesize it. The reactants are: [OH-].[K+].[CH3:3][O:4][C:5]1[CH:6]=[C:7]([CH2:13][O:14][C:15]2[CH:16]=[C:17]([NH2:20])[NH:18][N:19]=2)[CH:8]=[C:9]([O:11][CH3:12])[CH:10]=1.C(=O)(OC(C)(C)C)[O:22][C:23]([O:25][C:26]([CH3:29])([CH3:28])[CH3:27])=O. (2) The reactants are: [Cl:1][C:2]1[CH:19]=[C:18]([O:20][CH2:21][CH2:22][CH2:23][CH2:24][CH3:25])[CH:17]=[CH:16][C:3]=1[CH2:4][N:5]1[C:9]2[CH:10]=[C:11]([OH:14])[CH:12]=[CH:13][C:8]=2[N:7]=[C:6]1[CH3:15].O1CCCC1.[H-].[Na+].[C:33]1(=[O:37])[O:36][CH2:35][CH2:34]1. Given the product [Cl:1][C:2]1[CH:19]=[C:18]([O:20][CH2:21][CH2:22][CH2:23][CH2:24][CH3:25])[CH:17]=[CH:16][C:3]=1[CH2:4][N:5]1[C:9]2[CH:10]=[C:11]([O:14][CH2:35][CH2:34][C:33]([OH:37])=[O:36])[CH:12]=[CH:13][C:8]=2[N:7]=[C:6]1[CH3:15], predict the reactants needed to synthesize it. (3) Given the product [F:1][C:2]1[CH:3]=[C:4]([NH:17][C:18]([NH:20][CH2:21][CH2:22][OH:25])=[O:19])[CH:5]=[CH:6][C:7]=1[B:8]1[O:12][C:11]([CH3:14])([CH3:13])[C:10]([CH3:16])([CH3:15])[O:9]1, predict the reactants needed to synthesize it. The reactants are: [F:1][C:2]1[CH:3]=[C:4]([NH:17][C:18]([NH:20][CH2:21][CH2:22]F)=[O:19])[CH:5]=[CH:6][C:7]=1[B:8]1[O:12][C:11]([CH3:14])([CH3:13])[C:10]([CH3:16])([CH3:15])[O:9]1.C(CN)[OH:25].